Dataset: Full USPTO retrosynthesis dataset with 1.9M reactions from patents (1976-2016). Task: Predict the reactants needed to synthesize the given product. (1) Given the product [CH3:23][NH:24][C@@H:11]([CH2:13]/[CH:14]=[CH:15]/[C:16]1[CH:17]=[N:18][CH:19]=[CH:20][CH:21]=1)[CH3:12], predict the reactants needed to synthesize it. The reactants are: C1(C)C=CC(S(O[C@H:11]([CH2:13]/[CH:14]=[CH:15]/[C:16]2[CH:17]=[N:18][CH:19]=[CH:20][CH:21]=2)[CH3:12])(=O)=O)=CC=1.[CH3:23][NH2:24]. (2) Given the product [CH:12]1([CH2:15][NH:11][CH2:10][CH2:9][C:6]2[CH:7]=[CH:8][C:3]([O:2][CH3:1])=[CH:4][CH:5]=2)[CH2:14][CH2:13]1, predict the reactants needed to synthesize it. The reactants are: [CH3:1][O:2][C:3]1[CH:8]=[CH:7][C:6]([CH2:9][CH2:10][NH2:11])=[CH:5][CH:4]=1.[CH:12]1([CH:15]=O)[CH2:14][CH2:13]1. (3) Given the product [Cl:24][CH2:2][C:3]1[N:4]=[C:5]([C:8]2[CH:13]=[CH:12][C:11]([N:14]3[CH:19]=[CH:18][CH:17]=[CH:16][C:15]3=[O:20])=[CH:10][C:9]=2[F:21])[NH:6][CH:7]=1, predict the reactants needed to synthesize it. The reactants are: O[CH2:2][C:3]1[N:4]=[C:5]([C:8]2[CH:13]=[CH:12][C:11]([N:14]3[CH:19]=[CH:18][CH:17]=[CH:16][C:15]3=[O:20])=[CH:10][C:9]=2[F:21])[NH:6][CH:7]=1.S(Cl)([Cl:24])=O. (4) The reactants are: CC([O-])=O.[Na+].N(C(OCC1C=CC=CC=1)=O)[C@H](C(N[C@H](C([NH:16][C@H:17]([C:22]([OH:24])=[O:23])[CH2:18][C:19](=O)[OH:20])=O)C)=O)C.[NH2:35]C1C=C2C(C(C)=CC(=O)O2)=CC=1. Given the product [NH2:16][C@H:17]([C:22]([OH:24])=[O:23])[CH2:18][C:19](=[O:20])[NH2:35], predict the reactants needed to synthesize it. (5) Given the product [I:15][C:13]1[C:12]([O:16][CH3:17])=[CH:11][C:10]([CH:18]([CH3:20])[CH3:19])=[C:9]([CH:14]=1)[O:8][C:7]1[C:2]([NH:1][C:34](=[O:38])[CH:35]([CH3:37])[CH3:36])=[N:3][C:4]([NH:21][C:22](=[O:26])[CH:23]([CH3:25])[CH3:24])=[N:5][CH:6]=1, predict the reactants needed to synthesize it. The reactants are: [NH2:1][C:2]1[C:7]([O:8][C:9]2[CH:14]=[C:13]([I:15])[C:12]([O:16][CH3:17])=[CH:11][C:10]=2[CH:18]([CH3:20])[CH3:19])=[CH:6][N:5]=[C:4]([NH:21][C:22](=[O:26])[CH:23]([CH3:25])[CH3:24])[N:3]=1.C(N(CC)CC)C.[C:34](Cl)(=[O:38])[CH:35]([CH3:37])[CH3:36]. (6) Given the product [O:1]1[CH2:6][CH2:5][CH2:4][CH2:3][CH:2]1[O:7][C:8]1[CH:9]=[C:10]([CH:21]=[C:22]([O:24][CH:25]2[CH2:30][CH2:29][CH2:28][CH2:27][O:26]2)[CH:23]=1)[C:11]([NH:32][CH2:33][C@@H:34]([C:57]([O:59][CH3:60])=[O:58])[NH:35][C:36](=[O:56])[C:37]1[C:42]([Cl:43])=[CH:41][C:40]([C:44]([NH:46][CH2:47][C:48]2[CH:53]=[CH:52][CH:51]=[C:50]([OH:54])[CH:49]=2)=[O:45])=[CH:39][C:38]=1[Cl:55])=[O:12], predict the reactants needed to synthesize it. The reactants are: [O:1]1[CH2:6][CH2:5][CH2:4][CH2:3][CH:2]1[O:7][C:8]1[CH:9]=[C:10]([CH:21]=[C:22]([O:24][CH:25]2[CH2:30][CH2:29][CH2:28][CH2:27][O:26]2)[CH:23]=1)[C:11](ON1C(=O)CCC1=O)=[O:12].Cl.[NH2:32][CH2:33][C@@H:34]([C:57]([O:59][CH3:60])=[O:58])[NH:35][C:36](=[O:56])[C:37]1[C:42]([Cl:43])=[CH:41][C:40]([C:44]([NH:46][CH2:47][C:48]2[CH:53]=[CH:52][CH:51]=[C:50]([OH:54])[CH:49]=2)=[O:45])=[CH:39][C:38]=1[Cl:55].C(N(CC)CC)C.C(OCC)(=O)C. (7) Given the product [F:11][C:10]1[C:2]([NH:16][C:15]2[CH:17]=[CH:18][C:19]([C:21]#[C:22][CH2:23][O:24][CH3:25])=[CH:20][C:14]=2[F:13])=[C:3]([CH:7]=[CH:8][C:9]=1[F:12])[C:4]([OH:6])=[O:5], predict the reactants needed to synthesize it. The reactants are: F[C:2]1[C:10]([F:11])=[C:9]([F:12])[CH:8]=[CH:7][C:3]=1[C:4]([OH:6])=[O:5].[F:13][C:14]1[CH:20]=[C:19]([C:21]#[C:22][CH2:23][O:24][CH3:25])[CH:18]=[CH:17][C:15]=1[NH2:16].[Li+].C[Si]([N-][Si](C)(C)C)(C)C.